Predict which catalyst facilitates the given reaction. From a dataset of Catalyst prediction with 721,799 reactions and 888 catalyst types from USPTO. (1) Reactant: [C:1]([O:5][C:6]([N:8]1[C@H:14]([C:15](O)=[O:16])[CH2:13][CH2:12][C@@H:11]2[C@H:9]1[CH2:10]2)=[O:7])([CH3:4])([CH3:3])[CH3:2].CO. Product: [C:1]([O:5][C:6]([N:8]1[C@H:14]([CH2:15][OH:16])[CH2:13][CH2:12][C@@H:11]2[C@H:9]1[CH2:10]2)=[O:7])([CH3:4])([CH3:3])[CH3:2]. The catalyst class is: 1. (2) Reactant: C(OC([N:8]1[CH2:11][CH:10]([N:12]2[CH2:15][CH:14]([F:16])[CH2:13]2)[CH2:9]1)=O)(C)(C)C. Product: [F:16][CH:14]1[CH2:15][N:12]([CH:10]2[CH2:11][NH:8][CH2:9]2)[CH2:13]1. The catalyst class is: 157.